From a dataset of Forward reaction prediction with 1.9M reactions from USPTO patents (1976-2016). Predict the product of the given reaction. (1) The product is: [C:6]1([S:9]([OH:12])(=[O:11])=[O:10])[CH:7]=[CH:8][CH:3]=[CH:4][CH:5]=1. Given the reactants N([C:3]1[CH:8]=[CH:7][C:6]([S:9]([OH:12])(=[O:11])=[O:10])=[CH:5][CH:4]=1)N.Cl, predict the reaction product. (2) Given the reactants O[C@H:2]([CH2:9][CH2:10][NH2:11])[CH2:3][C@@H:4]([C:6]([OH:8])=[O:7])[NH2:5].[ClH:12], predict the reaction product. The product is: [ClH:12].[ClH:12].[NH2:5][C@H:4]1[CH2:3][C@@H:2]([CH2:9][CH2:10][NH2:11])[O:7][C:6]1=[O:8].